From a dataset of Reaction yield outcomes from USPTO patents with 853,638 reactions. Predict the reaction yield, written as a fraction of the theoretical maximum amount of product (1.0 means a 100% yield; for example, 0.34 means a 34% yield). (1) The reactants are Br[C:2]1[CH:7]=[CH:6][C:5]([S:8]([NH:11][C:12]2[S:16][N:15]=[CH:14][N:13]=2)(=[O:10])=[O:9])=[CH:4][CH:3]=1.[C:17]([O:21][C:22](=[O:30])[NH:23][CH:24]1[CH2:29][CH2:28][NH:27][CH2:26][CH2:25]1)([CH3:20])([CH3:19])[CH3:18].P.CC([O-])(C)C.[Na+].Cl. The catalyst is C1C=CC(/C=C/C(/C=C/C2C=CC=CC=2)=O)=CC=1.C1C=CC(/C=C/C(/C=C/C2C=CC=CC=2)=O)=CC=1.C1C=CC(/C=C/C(/C=C/C2C=CC=CC=2)=O)=CC=1.[Pd].[Pd].CCOC(C)=O.O.C1(C)C=CC=CC=1. The product is [S:16]1[C:12]([NH:11][S:8]([C:5]2[CH:6]=[CH:7][C:2]([N:27]3[CH2:26][CH2:25][CH:24]([NH:23][C:22](=[O:30])[O:21][C:17]([CH3:19])([CH3:18])[CH3:20])[CH2:29][CH2:28]3)=[CH:3][CH:4]=2)(=[O:10])=[O:9])=[N:13][CH:14]=[N:15]1. The yield is 0.700. (2) The reactants are FC(F)(F)C(OC(=O)C(F)(F)F)=O.[Cl:14][C:15]1[CH:35]=[CH:34][C:18]([O:19][CH2:20][C:21]2[CH:26]=[CH:25][CH:24]=[CH:23][C:22]=2[C:27](=[N:31][O:32][CH3:33])[C:28]([NH2:30])=O)=[CH:17][CH:16]=1.N1C=CC=CC=1. The catalyst is CCOCC. The product is [Cl:14][C:15]1[CH:16]=[CH:17][C:18]([O:19][CH2:20][C:21]2[CH:26]=[CH:25][CH:24]=[CH:23][C:22]=2[C:27](=[N:31][O:32][CH3:33])[C:28]#[N:30])=[CH:34][CH:35]=1. The yield is 0.870. (3) The catalyst is C(Cl)(Cl)Cl.[O-2].[O-2].[Mn+4]. The product is [CH3:1][N:2]1[CH2:7][CH2:6][N:5]([C:8]2[N:13]3[CH:14]=[C:15]([CH:17]=[O:18])[N:16]=[C:12]3[CH:11]=[CH:10][CH:9]=2)[CH2:4][CH2:3]1. The reactants are [CH3:1][N:2]1[CH2:7][CH2:6][N:5]([C:8]2[N:13]3[CH:14]=[C:15]([CH2:17][OH:18])[N:16]=[C:12]3[CH:11]=[CH:10][CH:9]=2)[CH2:4][CH2:3]1. The yield is 0.820. (4) The reactants are [O:1]1[CH2:3][CH:2]1[CH2:4][O:5][C:6]1[C:18]2[C:17]3[C:12](=[CH:13][CH:14]=[CH:15][CH:16]=3)[NH:11][C:10]=2[CH:9]=[CH:8][CH:7]=1.[CH3:19][O:20][C:21]1[CH:30]=[CH:29][CH:28]=[CH:27][C:22]=1[O:23][CH2:24][CH2:25][NH2:26].[C:31]([OH:40])(=[O:39])[C@@H:32]([C@H:34]([C:36]([OH:38])=[O:37])[OH:35])[OH:33]. The yield is 0.569. The catalyst is CC(O)C. The product is [CH3:19][O:20][C:21]1[CH:30]=[CH:29][CH:28]=[CH:27][C:22]=1[O:23][CH2:24][CH2:25][NH:26][CH2:3][CH:2]([OH:1])[CH2:4][O:5][C:6]1[CH:7]=[CH:8][CH:9]=[C:10]2[NH:11][C:12]3[CH:13]=[CH:14][CH:15]=[CH:16][C:17]=3[C:18]=12.[C:31]([O-:40])(=[O:39])[CH:32]([CH:34]([C:36]([O-:38])=[O:37])[OH:35])[OH:33]. (5) The reactants are C(OC([N:8]1[CH2:13][CH2:12][NH:11][CH2:10][CH2:9]1)=O)(C)(C)C.C(N(CC)C(C)C)(C)C.[F:23][C:24]1[CH:29]=[C:28]([F:30])[CH:27]=[CH:26][C:25]=1[S:31](Cl)(=[O:33])=[O:32].O. The catalyst is C(Cl)Cl. The product is [F:23][C:24]1[CH:29]=[C:28]([F:30])[CH:27]=[CH:26][C:25]=1[S:31]([N:8]1[CH2:9][CH2:10][NH:11][CH2:12][CH2:13]1)(=[O:33])=[O:32]. The yield is 0.940. (6) The reactants are CS(C1C=CC(C2C=CC(C(=C3CC(C)(C)CC(C)(C)C3)C3C=CC(O)=CC=3)=CC=2)=CC=1)(=O)=O.Br[C:36]1[CH:41]=[CH:40][C:39]([C:42](=[C:50]2[CH2:57][CH2:56][CH2:55][CH2:54][CH2:53][CH2:52][CH2:51]2)[C:43]2[CH:48]=[CH:47][C:46]([OH:49])=[CH:45][CH:44]=2)=[CH:38][CH:37]=1.[C:58]([C:60]1[CH:65]=[CH:64][C:63](B(O)O)=[CH:62][CH:61]=1)#[N:59].C([O-])([O-])=O.[Na+].[Na+]. The catalyst is Cl[Pd](Cl)([P](C1C=CC=CC=1)(C1C=CC=CC=1)C1C=CC=CC=1)[P](C1C=CC=CC=1)(C1C=CC=CC=1)C1C=CC=CC=1.O.C1COCC1. The product is [C:50]1(=[C:42]([C:43]2[CH:48]=[CH:47][C:46]([OH:49])=[CH:45][CH:44]=2)[C:39]2[CH:38]=[CH:37][C:36]([C:63]3[CH:64]=[CH:65][C:60]([C:58]#[N:59])=[CH:61][CH:62]=3)=[CH:41][CH:40]=2)[CH2:51][CH2:52][CH2:53][CH2:54][CH2:55][CH2:56][CH2:57]1. The yield is 0.760.